From a dataset of NCI-60 drug combinations with 297,098 pairs across 59 cell lines. Regression. Given two drug SMILES strings and cell line genomic features, predict the synergy score measuring deviation from expected non-interaction effect. (1) Drug 1: C1CC(C1)(C(=O)O)C(=O)O.[NH2-].[NH2-].[Pt+2]. Drug 2: CC12CCC3C(C1CCC2O)C(CC4=C3C=CC(=C4)O)CCCCCCCCCS(=O)CCCC(C(F)(F)F)(F)F. Cell line: IGROV1. Synergy scores: CSS=6.36, Synergy_ZIP=-2.55, Synergy_Bliss=-0.916, Synergy_Loewe=-3.66, Synergy_HSA=-1.15. (2) Drug 1: CC1=C(N=C(N=C1N)C(CC(=O)N)NCC(C(=O)N)N)C(=O)NC(C(C2=CN=CN2)OC3C(C(C(C(O3)CO)O)O)OC4C(C(C(C(O4)CO)O)OC(=O)N)O)C(=O)NC(C)C(C(C)C(=O)NC(C(C)O)C(=O)NCCC5=NC(=CS5)C6=NC(=CS6)C(=O)NCCC[S+](C)C)O. Drug 2: C1=CC=C(C(=C1)C(C2=CC=C(C=C2)Cl)C(Cl)Cl)Cl. Cell line: NCI-H322M. Synergy scores: CSS=-0.391, Synergy_ZIP=8.43, Synergy_Bliss=14.6, Synergy_Loewe=-3.68, Synergy_HSA=1.85. (3) Drug 1: C1CCN(CC1)CCOC2=CC=C(C=C2)C(=O)C3=C(SC4=C3C=CC(=C4)O)C5=CC=C(C=C5)O. Drug 2: CN(CCCl)CCCl.Cl. Cell line: COLO 205. Synergy scores: CSS=13.2, Synergy_ZIP=1.12, Synergy_Bliss=4.35, Synergy_Loewe=-16.6, Synergy_HSA=-4.07. (4) Drug 1: CC1=CC=C(C=C1)C2=CC(=NN2C3=CC=C(C=C3)S(=O)(=O)N)C(F)(F)F. Drug 2: C1C(C(OC1N2C=NC3=C(N=C(N=C32)Cl)N)CO)O. Cell line: RPMI-8226. Synergy scores: CSS=18.2, Synergy_ZIP=-1.88, Synergy_Bliss=-3.75, Synergy_Loewe=-9.92, Synergy_HSA=-3.00. (5) Drug 1: C1C(C(OC1N2C=C(C(=O)NC2=O)F)CO)O. Drug 2: C(=O)(N)NO. Cell line: SF-295. Synergy scores: CSS=33.7, Synergy_ZIP=-10.9, Synergy_Bliss=-3.99, Synergy_Loewe=-80.0, Synergy_HSA=-5.03. (6) Drug 1: C1=NC2=C(N=C(N=C2N1C3C(C(C(O3)CO)O)F)Cl)N. Drug 2: CC(C)NC(=O)C1=CC=C(C=C1)CNNC.Cl. Cell line: UACC-257. Synergy scores: CSS=0.601, Synergy_ZIP=0.586, Synergy_Bliss=0.964, Synergy_Loewe=-4.52, Synergy_HSA=-2.09. (7) Drug 1: C1=C(C(=O)NC(=O)N1)F. Drug 2: CC1C(C(CC(O1)OC2CC(OC(C2O)C)OC3=CC4=CC5=C(C(=O)C(C(C5)C(C(=O)C(C(C)O)O)OC)OC6CC(C(C(O6)C)O)OC7CC(C(C(O7)C)O)OC8CC(C(C(O8)C)O)(C)O)C(=C4C(=C3C)O)O)O)O. Cell line: A498. Synergy scores: CSS=54.8, Synergy_ZIP=-2.49, Synergy_Bliss=-5.96, Synergy_Loewe=-5.49, Synergy_HSA=-5.43. (8) Drug 1: CC1C(C(=O)NC(C(=O)N2CCCC2C(=O)N(CC(=O)N(C(C(=O)O1)C(C)C)C)C)C(C)C)NC(=O)C3=C4C(=C(C=C3)C)OC5=C(C(=O)C(=C(C5=N4)C(=O)NC6C(OC(=O)C(N(C(=O)CN(C(=O)C7CCCN7C(=O)C(NC6=O)C(C)C)C)C)C(C)C)C)N)C. Drug 2: C1CN1C2=NC(=NC(=N2)N3CC3)N4CC4. Cell line: HCT-15. Synergy scores: CSS=47.6, Synergy_ZIP=1.04, Synergy_Bliss=2.70, Synergy_Loewe=-1.55, Synergy_HSA=5.42. (9) Drug 1: C1=CC(=CC=C1CC(C(=O)O)N)N(CCCl)CCCl.Cl. Drug 2: C1CCC(C(C1)N)N.C(=O)(C(=O)[O-])[O-].[Pt+4]. Cell line: UO-31. Synergy scores: CSS=6.01, Synergy_ZIP=-4.61, Synergy_Bliss=-6.03, Synergy_Loewe=-4.76, Synergy_HSA=-4.71.